This data is from Forward reaction prediction with 1.9M reactions from USPTO patents (1976-2016). The task is: Predict the product of the given reaction. (1) Given the reactants [C:1]([O:5][C:6]([N:8]1[CH2:13][CH2:12][O:11][CH:10]([C:14]([OH:16])=[O:15])[CH2:9]1)=[O:7])([CH3:4])([CH3:3])[CH3:2].S(=O)(=O)(O)O.[CH3:22]O, predict the reaction product. The product is: [N:8]1([C:6]([O:5][C:1]([CH3:4])([CH3:2])[CH3:3])=[O:7])[CH2:13][CH2:12][O:11][CH:10]([C:14]([O:16][CH3:22])=[O:15])[CH2:9]1. (2) Given the reactants C([NH:5][C:6]([NH:8][C@@H:9]([CH2:16]O)[CH2:10][C:11]1[N:12]=[CH:13][S:14][CH:15]=1)=[S:7])(C)(C)C.[ClH:18], predict the reaction product. The product is: [ClH:18].[ClH:18].[S:14]1[CH:15]=[C:11]([CH2:10][C@@H:9]2[CH2:16][S:7][C:6]([NH2:5])=[N:8]2)[N:12]=[CH:13]1. (3) Given the reactants C(N(CC)CC)C.[Si:8]([O:15][CH2:16][C:17]#[CH:18])([C:11]([CH3:14])([CH3:13])[CH3:12])([CH3:10])[CH3:9].[C:19]([NH:27][C:28]1[CH:33]=[CH:32][CH:31]=[CH:30][C:29]=1/[CH:34]=[CH:35]/[C:36]1[C:44]2[C:39](=[CH:40][CH:41]=[C:42](I)[CH:43]=2)[NH:38][N:37]=1)(=[O:26])[C:20]1[CH:25]=[CH:24][CH:23]=[CH:22][CH:21]=1, predict the reaction product. The product is: [C:19]([NH:27][C:28]1[CH:33]=[CH:32][CH:31]=[CH:30][C:29]=1/[CH:34]=[CH:35]/[C:36]1[C:44]2[C:39](=[CH:40][CH:41]=[C:42]([C:18]#[C:17][CH2:16][O:15][Si:8]([C:11]([CH3:12])([CH3:13])[CH3:14])([CH3:9])[CH3:10])[CH:43]=2)[NH:38][N:37]=1)(=[O:26])[C:20]1[CH:25]=[CH:24][CH:23]=[CH:22][CH:21]=1. (4) Given the reactants [C:1]([NH:9][NH2:10])(=[O:8])[C:2]1[CH:7]=[CH:6][CH:5]=[CH:4][CH:3]=1.CN(C=O)C.[C:16]([O:19][C@H:20]1[CH2:37][CH2:36][C@@:35]2([CH3:38])[C@@H:22]([CH2:23][CH2:24][C@:25]3([CH3:49])[C@@H:34]2[CH2:33][CH2:32][C@H:31]2[C@@:26]3([CH3:48])[CH2:27][CH2:28][C@@:29]3([C:45](Cl)=[O:46])[CH2:41][CH2:40][C@@H:39]([C:42]([CH3:44])=[CH2:43])[C@@H:30]32)[C:21]1([CH3:51])[CH3:50])(=[O:18])[CH3:17], predict the reaction product. The product is: [C:16]([O:19][C@H:20]1[CH2:37][CH2:36][C@@:35]2([CH3:38])[C@@H:22]([CH2:23][CH2:24][C@:25]3([CH3:49])[C@@H:34]2[CH2:33][CH2:32][C@H:31]2[C@@:26]3([CH3:48])[CH2:27][CH2:28][C@@:29]3([C:45]([NH:10][NH:9][C:1](=[O:8])[C:2]4[CH:7]=[CH:6][CH:5]=[CH:4][CH:3]=4)=[O:46])[CH2:41][CH2:40][C@@H:39]([C:42]([CH3:44])=[CH2:43])[C@@H:30]32)[C:21]1([CH3:51])[CH3:50])(=[O:18])[CH3:17]. (5) Given the reactants [C:1]([O:5][C:6]([NH:8][C@H:9]([CH2:29][C:30]1[CH:35]=[C:34]([F:36])[C:33]([F:37])=[CH:32][C:31]=1[F:38])[CH2:10][C:11]([N:13]1[CH2:18][CH2:17][N:16]2[C:19]([C:25]([F:28])([F:27])[F:26])=[N:20][C:21]([C:22]([OH:24])=O)=[C:15]2[CH2:14]1)=[O:12])=[O:7])([CH3:4])([CH3:3])[CH3:2].Cl.CN.O=C1[N:47]([ClH]P([ClH]N2CCOC2=O)=O)[CH2:46]CO1.C(N(CC)CC)C, predict the reaction product. The product is: [C:1]([O:5][C:6](=[O:7])[NH:8][C@H:9]([CH2:29][C:30]1[CH:35]=[C:34]([F:36])[C:33]([F:37])=[CH:32][C:31]=1[F:38])[CH2:10][C:11]([N:13]1[CH2:18][CH2:17][N:16]2[C:19]([C:25]([F:27])([F:28])[F:26])=[N:20][C:21]([C:22](=[O:24])[NH:47][CH3:46])=[C:15]2[CH2:14]1)=[O:12])([CH3:2])([CH3:3])[CH3:4].